This data is from Full USPTO retrosynthesis dataset with 1.9M reactions from patents (1976-2016). The task is: Predict the reactants needed to synthesize the given product. (1) Given the product [C:12]([O:11][C@H:10]1[C@H:9]([O:15][C:16](=[O:18])[CH3:17])[C@@H:8]([O:19][C:20](=[O:22])[CH3:21])[C@H:7]([C:23]2[CH:28]=[CH:27][C:26]([Cl:29])=[C:25]([CH2:30][C:31]3[CH:32]=[CH:33][C:34]([OH:37])=[CH:35][CH:36]=3)[CH:24]=2)[O:6][CH:5]1[Br:41])(=[O:42])[CH3:13], predict the reactants needed to synthesize it. The reactants are: C(O[CH:5]1[C@@H:10]([O:11][C:12](=O)[CH3:13])[C@H:9]([O:15][C:16](=[O:18])[CH3:17])[C@@H:8]([O:19][C:20](=[O:22])[CH3:21])[C@H:7]([C:23]2[CH:28]=[CH:27][C:26]([Cl:29])=[C:25]([CH2:30][C:31]3[CH:36]=[CH:35][C:34]([O:37]C(=O)C)=[CH:33][CH:32]=3)[CH:24]=2)[O:6]1)(=O)C.[BrH:41].[OH2:42]. (2) Given the product [CH3:8][C:7]1[C:5](=[O:6])[NH:4][C:2](=[O:3])[N:1]([CH2:14][C:13]2[CH:16]=[CH:17][C:18]([F:19])=[C:11]([F:10])[CH:12]=2)[CH:9]=1, predict the reactants needed to synthesize it. The reactants are: [NH:1]1[CH:9]=[C:7]([CH3:8])[C:5](=[O:6])[NH:4][C:2]1=[O:3].[F:10][C:11]1[CH:12]=[C:13]([CH:16]=[CH:17][C:18]=1[F:19])[CH2:14]Br. (3) Given the product [Cl:1][C:2]1[C:3]([O:9][CH3:10])=[CH:4][CH:5]=[C:6]([F:8])[C:7]=1[C:16]([OH:18])=[O:17], predict the reactants needed to synthesize it. The reactants are: [Cl:1][C:2]1[CH:7]=[C:6]([F:8])[CH:5]=[CH:4][C:3]=1[O:9][CH3:10].[Li]CCCC.[C:16](=[O:18])=[O:17].